Dataset: Forward reaction prediction with 1.9M reactions from USPTO patents (1976-2016). Task: Predict the product of the given reaction. (1) The product is: [C:19]([O-:22])(=[O:21])[CH3:20].[C:23]([O-:26])(=[O:25])[CH3:24].[C:27]([O-:30])(=[O:29])[CH3:28].[Cl:1][C:2]1[CH:18]=[CH:17][C:5]([C:6]2[CH:11]=[C:10]([CH2:12][CH3:13])[C:9]([Pb+3:35])=[CH:8][CH:7]=2)=[CH:4][CH:3]=1. Given the reactants [Cl:1][C:2]1[CH:18]=[CH:17][C:5]([C:6]2[CH:11]=[C:10]([CH2:12][CH3:13])[C:9](B(O)O)=[CH:8][CH:7]=2)=[CH:4][CH:3]=1.[C:19]([O-:22])(=[O:21])[CH3:20].[C:23]([O-:26])(=[O:25])[CH3:24].[C:27]([O-:30])(=[O:29])[CH3:28].C([O-])(=O)C.[Pb+4:35].C(=O)([O-])[O-].[K+].[K+], predict the reaction product. (2) Given the reactants [C:1]([C:5]1[N:10]=[C:9]([N:11]2[CH2:16][CH2:15][N:14]([CH2:17][CH2:18][CH2:19][CH2:20][NH2:21])[CH2:13][CH2:12]2)[CH:8]=[C:7]([C:22]([F:25])([F:24])[F:23])[N:6]=1)([CH3:4])([CH3:3])[CH3:2].C1N=CN([C:31](N2C=NC=C2)=[O:32])C=1.[C:38]([C:40]1[CH:41]=[C:42]([N:46]2[CH2:51][CH2:50][NH:49][CH2:48][CH2:47]2)[CH:43]=[CH:44][CH:45]=1)#[N:39], predict the reaction product. The product is: [C:1]([C:5]1[N:10]=[C:9]([N:11]2[CH2:16][CH2:15][N:14]([CH2:17][CH2:18][CH2:19][CH2:20][NH:21][C:31]([N:49]3[CH2:50][CH2:51][N:46]([C:42]4[CH:43]=[CH:44][CH:45]=[C:40]([C:38]#[N:39])[CH:41]=4)[CH2:47][CH2:48]3)=[O:32])[CH2:13][CH2:12]2)[CH:8]=[C:7]([C:22]([F:24])([F:25])[F:23])[N:6]=1)([CH3:4])([CH3:2])[CH3:3]. (3) Given the reactants [CH3:1][C:2]1([CH3:18])[C:10]2[C:5](=[CH:6][CH:7]=[CH:8][CH:9]=2)[N:4]([C:11]2[CH:16]=[CH:15][CH:14]=[CH:13][C:12]=2[NH2:17])[CH2:3]1.[C:19]([N:27]=[C:28]=[S:29])(=[O:26])[C:20]1[CH:25]=[CH:24][CH:23]=[CH:22][CH:21]=1, predict the reaction product. The product is: [C:19]([NH:27][C:28]([NH:17][C:12]1[CH:13]=[CH:14][CH:15]=[CH:16][C:11]=1[N:4]1[C:5]2[C:10](=[CH:9][CH:8]=[CH:7][CH:6]=2)[C:2]([CH3:18])([CH3:1])[CH2:3]1)=[S:29])(=[O:26])[C:20]1[CH:25]=[CH:24][CH:23]=[CH:22][CH:21]=1. (4) Given the reactants [Br:1][C:2]1[N:11]=[C:10]([C:12]([O:14][CH3:15])=[O:13])[C:9]([OH:16])=[C:8]2[C:3]=1[CH:4]=[CH:5][CH:6]=[N:7]2.[CH3:17][C:18]1[CH:23]=[CH:22][C:21]([S:24](Cl)(=[O:26])=[O:25])=[CH:20][CH:19]=1.CO.O, predict the reaction product. The product is: [Br:1][C:2]1[N:11]=[C:10]([C:12]([O:14][CH3:15])=[O:13])[C:9]([O:16][S:24]([C:21]2[CH:22]=[CH:23][C:18]([CH3:17])=[CH:19][CH:20]=2)(=[O:26])=[O:25])=[C:8]2[C:3]=1[CH:4]=[CH:5][CH:6]=[N:7]2. (5) Given the reactants [CH3:1][O:2][C:3]1[CH:12]=[C:7]([C:8](OC)=[O:9])[C:6]([NH2:13])=[CH:5][C:4]=1[O:14][CH2:15][CH2:16][CH2:17][Cl:18].C([O-])([O-])OC.C([O-])(=O)C.[NH4+:28].[CH3:29]O, predict the reaction product. The product is: [CH3:1][O:2][C:3]1[CH:12]=[C:7]2[C:6](=[CH:5][C:4]=1[O:14][CH2:15][CH2:16][CH2:17][Cl:18])[N:13]=[CH:29][NH:28][C:8]2=[O:9]. (6) Given the reactants [Cl:1][C:2]1[N:3]=[CH:4][NH:5][C:6]=1[Cl:7].[OH-].[K+].[Br:10][CH2:11][CH2:12][CH2:13][CH2:14][CH2:15][CH2:16][CH2:17][CH3:18].Cl.ClC[C:22]1[CH:31]=[CH:30][C:29]2[C:24](=[CH:25][CH:26]=CC=2)N=1, predict the reaction product. The product is: [CH2:11]([N:5]1[C:6]2[C:29](=[CH:24][CH:25]=[CH:26][CH:2]=2)[CH:30]=[C:31]([CH3:22])[CH2:4]1)[CH2:12][CH2:13][CH2:14][CH2:15][CH2:16][CH2:17][CH3:18].[Br-:10].[Cl:1][C:2]1[NH:3][CH:4]=[NH+:5][C:6]=1[Cl:7].